The task is: Predict which catalyst facilitates the given reaction.. This data is from Catalyst prediction with 721,799 reactions and 888 catalyst types from USPTO. (1) Reactant: [C:1]([CH2:4][S:5][C:6]1[N:11]=[CH:10][N:9]=[C:8]([C:12]2[CH:13]=[C:14]([NH:18][C:19]([NH:21][C:22]3[CH:27]=[CH:26][C:25]([C:28]([F:31])([F:30])[F:29])=[CH:24][CH:23]=3)=[O:20])[CH:15]=[CH:16][CH:17]=2)[C:7]=1[C:32]#[N:33])(=[O:3])[NH2:2].CC[O-].[Na+].Cl. Product: [NH2:33][C:32]1[C:7]2[C:8]([C:12]3[CH:17]=[CH:16][CH:15]=[C:14]([NH:18][C:19]([NH:21][C:22]4[CH:27]=[CH:26][C:25]([C:28]([F:29])([F:30])[F:31])=[CH:24][CH:23]=4)=[O:20])[CH:13]=3)=[N:9][CH:10]=[N:11][C:6]=2[S:5][C:4]=1[C:1]([NH2:2])=[O:3]. The catalyst class is: 8. (2) Reactant: [CH3:1]Br.[Mg].[Br:4][C:5]1[C:6]([CH3:17])=[C:7]2[C:12](=[C:13]([CH3:15])[CH:14]=1)[S:11][CH2:10][CH2:9][C:8]2=[O:16].Cl. Product: [Br:4][C:5]1[C:6]([CH3:17])=[C:7]2[C:12](=[C:13]([CH3:15])[CH:14]=1)[S:11][CH2:10][CH2:9][C:8]2([CH3:1])[OH:16]. The catalyst class is: 7. (3) Reactant: [CH3:1][N:2]([CH3:36])[C:3]([C:5]1[CH:10]=[CH:9][C:8]([NH:11][C:12]2[N:17]=[CH:16][N:15]=[C:14]([N:18]3[CH2:23][CH2:22][CH:21]([C:24]([NH:26]/[C:27](=[N:32]/[OH:33])/[C:28]([F:31])([CH3:30])[CH3:29])=O)[CH2:20][CH2:19]3)[C:13]=2[F:34])=[C:7]([F:35])[CH:6]=1)=[O:4].CC(N(C)C)=O. Product: [F:35][C:7]1[CH:6]=[C:5]([CH:10]=[CH:9][C:8]=1[NH:11][C:12]1[C:13]([F:34])=[C:14]([N:18]2[CH2:23][CH2:22][CH:21]([C:24]3[O:33][N:32]=[C:27]([C:28]([F:31])([CH3:30])[CH3:29])[N:26]=3)[CH2:20][CH2:19]2)[N:15]=[CH:16][N:17]=1)[C:3]([N:2]([CH3:36])[CH3:1])=[O:4]. The catalyst class is: 23. (4) Reactant: [NH2:1][C:2]1[CH:18]=[CH:17][C:5]([O:6][C:7]2[CH:12]=[CH:11][N:10]=[C:9]([C:13]([NH2:15])=[O:14])[C:8]=2[Cl:16])=[C:4]([F:19])[CH:3]=1.[CH3:20][N:21]1[C:25]([CH3:26])=[C:24]([C:27](O)=[O:28])[C:23](=[O:30])[N:22]1[C:31]1[CH:36]=[CH:35][CH:34]=[CH:33][CH:32]=1.CCN=C=NCCCN(C)C.C1C=NC2N(O)N=NC=2C=1. Product: [Cl:16][C:8]1[C:9]([C:13]([NH2:15])=[O:14])=[N:10][CH:11]=[CH:12][C:7]=1[O:6][C:5]1[CH:17]=[CH:18][C:2]([NH:1][C:27]([C:24]2[C:23](=[O:30])[N:22]([C:31]3[CH:32]=[CH:33][CH:34]=[CH:35][CH:36]=3)[N:21]([CH3:20])[C:25]=2[CH3:26])=[O:28])=[CH:3][C:4]=1[F:19]. The catalyst class is: 2. (5) Reactant: [CH3:1][O:2][C:3]1[CH:4]=[C:5]([C@@H:9]2[NH:13][CH:12]([C:14]([OH:16])=[O:15])[CH2:11][S:10]2)[CH:6]=[CH:7][CH:8]=1.CCN(C(C)C)C(C)C.Cl[C:27]([O:29][CH2:30][C:31]1[CH:36]=[CH:35][CH:34]=[CH:33][CH:32]=1)=[O:28]. Product: [CH2:30]([O:29][C:27]([N:13]1[CH:12]([C:14]([OH:16])=[O:15])[CH2:11][S:10][C@@H:9]1[C:5]1[CH:6]=[CH:7][CH:8]=[C:3]([O:2][CH3:1])[CH:4]=1)=[O:28])[C:31]1[CH:36]=[CH:35][CH:34]=[CH:33][CH:32]=1. The catalyst class is: 3. (6) Reactant: Cl[C:2]1[C:3]2[CH:10]([CH3:11])[S:9][CH2:8][C:4]=2[N:5]=[CH:6][N:7]=1.[C:12]([N:19]1[CH2:24][CH2:23][NH:22][CH2:21][CH2:20]1)([O:14][C:15]([CH3:18])([CH3:17])[CH3:16])=[O:13]. Product: [CH3:11][CH:10]1[C:3]2[C:2]([N:22]3[CH2:21][CH2:20][N:19]([C:12]([O:14][C:15]([CH3:18])([CH3:17])[CH3:16])=[O:13])[CH2:24][CH2:23]3)=[N:7][CH:6]=[N:5][C:4]=2[CH2:8][S:9]1. The catalyst class is: 514.